This data is from Experimentally validated miRNA-target interactions with 360,000+ pairs, plus equal number of negative samples. The task is: Binary Classification. Given a miRNA mature sequence and a target amino acid sequence, predict their likelihood of interaction. (1) The miRNA is hsa-miR-6871-5p with sequence CAUGGGAGUUCGGGGUGGUUGC. The protein sequence of the target gene is MGSLSSRVLRQPRPALAQQAQGARAGGSARRPDTGDDAAGHGFCYCAGSHKRKRSSGSFCYCHPDSETDEDEEEGDEQQRLLNTPRRKKLKSTSKYIYQTLFLNGENSDIKICALGEEWSLHKIYLCQSGYFSSMFSGSWKESSMNIIELEIPDQNIDVEALQVAFGSLYRDDVLIKPSRVVAILAAACLLQLDGLIQQCGETMKETVNVKTVCGYYTSAGTYGLDSVKKKCLEWLLNNLMTHQNVELFKELSINVMKQLIGSSNLFVMQVEMDIYTALKKWMFLQLVPSWNGSLKQLLT.... Result: 0 (no interaction). (2) The miRNA is mmu-miR-5114 with sequence ACUGGAGACGGAAGCUGCAAGA. The protein sequence of the target gene is MATHWTGLPEEDGDKLKACGAASACEVSKNKDGKDQGEPVSPSEDEPFSWPGPKTVMLKRTSQGFGFTLRHFIVYPPESAIQFSYKDEENGNRGGKQRNRLEPMDTIFVKQVKEGGPAFEAGLCTGDRIIKVNGESVIGKTYSQVIALIQNSDTTLELSVMPKDEDILQVAYSQDAYLKGNEAYSGNARNIPEPPPVCYPWLPSTPSATAQPVETCPPDSLPNKQQTSAPVLTQPGRAYRMEIQVPPSPTDVAKSNTAVCVCNESVRTVIVPSEKVVDLLANRNNPSGPSHRTEEVRYGV.... Result: 0 (no interaction). (3) The miRNA is hsa-miR-6866-3p with sequence GAUCCCUUUAUCUGUCCUCUAG. The protein sequence of the target gene is MAATKRKRRGGFAVQAKKPKRNEIDAEPPAKRHATAEEVEEEERDRIPGPVCKGKWKNKERILIFSSRGINFRTRHLMQDLRMLMPHSKADTKMDRKDKLFVINEVCEMKNCNKCIYFEAKKKQDLYMWLSNSPHGPSAKFLVQNIHTLAELKMTGNCLKGSRPLLSFDPAFDELPHYALLKELLIQIFSTPRYHPKSQPFVDHVFTFTILDNRIWFRNFQIIEEDAALVEIGPRFVLNLIKIFQGSFGGPTLYENPHYQSPNMHRRVIRSITAAKYREKQQVKDVQKLRKKEPKTLLPH.... Result: 1 (interaction). (4) The protein sequence of the target gene is MSEPHRVQFTSLPGSLNPAFLKKSRKEEAGAGEQHQDCEPAAAAVRITLTLFEPDHKRCPEFFYPELVKNIRGKVKGLQPGDKKKDLSDPFNDEEKERHKVEALARKFEEKYGGKKRRKDRIQDLIDMGYGYDESDSFIDNSEAYDELVPASLTTKYGGFYINSGTLQFRQASESEDDFIKEKKKKSPKKRKLKEGGEKIKKKKKDDTYDKEKKSKKSKFSKAGFTALNASKEKKKKKYSGALSVKEMLKKFQKEKEAQKKREEEHKPVAVPSAEAQGLRELEGASDPLLSLFGSTSDND.... The miRNA is hsa-miR-18a-3p with sequence ACUGCCCUAAGUGCUCCUUCUGG. Result: 1 (interaction). (5) Result: 0 (no interaction). The protein sequence of the target gene is MALLLLSLGLSLIAAQEFDPHTVMQRNYNVARVSGVWYSIFMASDDLNRIKENGDLRVFVRNIEHLKNGSLIFDFEYMVQGECVAVVVVCEKTEKNGEYSINYEGQNTVAVSETDYRLFITFHLQNFRNGTETHTLALYETCEKYGLGSQNIIDLTNKDPCYSKHYRSPPRPPMRW. The miRNA is hsa-miR-380-5p with sequence UGGUUGACCAUAGAACAUGCGC. (6) The protein sequence of the target gene is MSRPSSVSPRPPAPSGGGTGGGGGGSGGGGGGGGGGPASCGPGGGGRAKGLKDIRIDEEVKIAVNIALERFRYGDQREMEFPSSLTSTERAFIHRLSQSLGLVSKSKGKGANRYLTVKKKDGSETAHAMMTCNLTHNTKHAVRSLIQRFPVTNKERTELLPKTERGNVFAVEAENREMSKTSGRLNNGIPQVPVKRGESEFDSFRQSLPVFEKQEEIVKIIKENKVVLIVGETGSGKTTQIPQFLLDDCFKNGIPCRIFCTQPRRLAAIAVAERVAAERRERIGQTIGYQIRLESRVSPK.... Result: 1 (interaction). The miRNA is mmu-miR-669f-3p with sequence CAUAUACAUACACACACACGUAU.